From a dataset of Reaction yield outcomes from USPTO patents with 853,638 reactions. Predict the reaction yield, written as a fraction of the theoretical maximum amount of product (1.0 means a 100% yield; for example, 0.34 means a 34% yield). The reactants are [CH2:1]([O:4][C:5]1[CH:12]=[C:11]([NH2:13])[CH:10]=[CH:9][C:6]=1[C:7]#[N:8])[CH:2]=[CH2:3].[CH2:14]([NH:17][C:18]1[C:19]2[CH2:27][CH2:26][C:25]([C:29]3[CH:34]=[CH:33][C:32]([F:35])=[CH:31][CH:30]=3)(C)[C:20]=2[N:21]=[C:22](Cl)[N:23]=1)[CH:15]=[CH2:16].OS(O)(=O)=O. The catalyst is CN1CCCC1=O. The product is [CH2:14]([NH:17][C:18]1[C:19]2[CH2:27][CH2:26][CH:25]([C:29]3[CH:30]=[CH:31][C:32]([F:35])=[CH:33][CH:34]=3)[C:20]=2[N:21]=[C:22]([NH:13][C:11]2[CH:10]=[CH:9][C:6]([C:7]#[N:8])=[C:5]([O:4][CH2:1][CH:2]=[CH2:3])[CH:12]=2)[N:23]=1)[CH:15]=[CH2:16]. The yield is 0.250.